This data is from Reaction yield outcomes from USPTO patents with 853,638 reactions. The task is: Predict the reaction yield, written as a fraction of the theoretical maximum amount of product (1.0 means a 100% yield; for example, 0.34 means a 34% yield). (1) The reactants are Br[CH2:2][CH2:3][O:4][CH2:5][CH2:6][N:7]1[C:11]2[CH:12]=[CH:13][CH:14]=[CH:15][C:10]=2[N:9]([C:16]2[CH:21]=[CH:20][CH:19]=[CH:18][C:17]=2[F:22])[S:8]1(=[O:24])=[O:23].[CH3:25][CH:26]1[CH2:31][NH:30][CH2:29][CH:28]([CH3:32])[NH:27]1. No catalyst specified. The product is [CH3:25][CH:26]1[NH:27][CH:28]([CH3:32])[CH2:29][N:30]([CH2:2][CH2:3][O:4][CH2:5][CH2:6][N:7]2[C:11]3[CH:12]=[CH:13][CH:14]=[CH:15][C:10]=3[N:9]([C:16]3[CH:21]=[CH:20][CH:19]=[CH:18][C:17]=3[F:22])[S:8]2(=[O:24])=[O:23])[CH2:31]1. The yield is 0.920. (2) The reactants are [Cl:1][C:2]1[C:3]([Cl:11])=[N:4][CH:5]=[C:6]([CH:10]=1)[C:7]([OH:9])=[O:8].[CH3:12]N(C=O)C. The product is [CH3:12][O:8][C:7](=[O:9])[C:6]1[CH:10]=[C:2]([Cl:1])[C:3]([Cl:11])=[N:4][CH:5]=1. The catalyst is O=S(Cl)Cl. The yield is 0.990. (3) The reactants are Br[C:2]1[C:3]([N:11]2[CH2:16][CH2:15][N:14]([C:17](=[O:38])[C@@H:18]([C:31]3[CH:36]=[CH:35][C:34]([Cl:37])=[CH:33][CH:32]=3)[CH2:19][N:20]([CH:28]([CH3:30])[CH3:29])[C:21](=[O:27])[O:22][C:23]([CH3:26])([CH3:25])[CH3:24])[CH2:13][CH2:12]2)=[C:4]2[CH:10]=[CH:9][NH:8][C:5]2=[N:6][CH:7]=1.C([O-])([O-])=O.[Na+].[Na+].[CH3:45][N:46]1[CH:50]=[C:49](B2OC(C)(C)C(C)(C)O2)[CH:48]=[N:47]1. The catalyst is O1CCOCC1.O.C1C=CC([P]([Pd]([P](C2C=CC=CC=2)(C2C=CC=CC=2)C2C=CC=CC=2)([P](C2C=CC=CC=2)(C2C=CC=CC=2)C2C=CC=CC=2)[P](C2C=CC=CC=2)(C2C=CC=CC=2)C2C=CC=CC=2)(C2C=CC=CC=2)C2C=CC=CC=2)=CC=1. The product is [Cl:37][C:34]1[CH:35]=[CH:36][C:31]([C@H:18]([C:17]([N:14]2[CH2:13][CH2:12][N:11]([C:3]3[C:2]([C:49]4[CH:48]=[N:47][N:46]([CH3:45])[CH:50]=4)=[CH:7][N:6]=[C:5]4[NH:8][CH:9]=[CH:10][C:4]=34)[CH2:16][CH2:15]2)=[O:38])[CH2:19][N:20]([CH:28]([CH3:29])[CH3:30])[C:21](=[O:27])[O:22][C:23]([CH3:25])([CH3:26])[CH3:24])=[CH:32][CH:33]=1. The yield is 0.0990.